From a dataset of Forward reaction prediction with 1.9M reactions from USPTO patents (1976-2016). Predict the product of the given reaction. (1) The product is: [Cl:8][C:7]1[C:2]([I:12])=[N:3][CH:4]=[C:5]([N+:9]([O-:11])=[O:10])[CH:6]=1. Given the reactants Cl[C:2]1[C:7]([Cl:8])=[CH:6][C:5]([N+:9]([O-:11])=[O:10])=[CH:4][N:3]=1.[I-:12].[Na+], predict the reaction product. (2) Given the reactants [NH:1]([C:3]1[CH:11]=[C:10]2[C:6]([CH2:7][CH2:8][C:9]2=[O:12])=[CH:5][CH:4]=1)[NH2:2].[CH3:13][C:14]([CH3:21])([CH3:20])[C:15](=O)[CH2:16][C:17]#[N:18].Cl, predict the reaction product. The product is: [NH2:18][C:17]1[N:1]([C:3]2[CH:11]=[C:10]3[C:6]([CH2:7][CH2:8][C:9]3=[O:12])=[CH:5][CH:4]=2)[N:2]=[C:15]([C:14]([CH3:21])([CH3:20])[CH3:13])[CH:16]=1. (3) Given the reactants [CH3:1][O:2][CH2:3][CH2:4][NH2:5].[Cl:6][C:7]1[N:12]=[C:11](Cl)[CH:10]=[C:9]([CH2:14][O:15][CH2:16][C:17]([F:20])([F:19])[F:18])[N:8]=1, predict the reaction product. The product is: [Cl:6][C:7]1[N:12]=[C:11]([NH:5][CH2:4][CH2:3][O:2][CH3:1])[CH:10]=[C:9]([CH2:14][O:15][CH2:16][C:17]([F:20])([F:18])[F:19])[N:8]=1.